From a dataset of Catalyst prediction with 721,799 reactions and 888 catalyst types from USPTO. Predict which catalyst facilitates the given reaction. (1) Reactant: [F:1][C:2]([F:33])([F:32])[C:3]1[CH:4]=[C:5]([NH:9][C:10]([N:12]2[C:20]3[C:15](=[CH:16][C:17]([O:21][C:22]4[C:23]5[CH2:31][CH2:30][NH:29][CH2:28][C:24]=5[N:25]=[CH:26][N:27]=4)=[CH:18][CH:19]=3)[CH:14]=[CH:13]2)=[O:11])[CH:6]=[CH:7][CH:8]=1.C([CH2:38][C:39]([O:41]Br)=[O:40])(C)(C)C. Product: [C:3]([O:41][C:39](=[O:40])[CH2:38][N:29]1[CH2:30][CH2:31][C:23]2[C:22]([O:21][C:17]3[CH:16]=[C:15]4[C:20](=[CH:19][CH:18]=3)[N:12]([C:10](=[O:11])[NH:9][C:5]3[CH:6]=[CH:7][CH:8]=[C:3]([C:2]([F:1])([F:32])[F:33])[CH:4]=3)[CH:13]=[CH:14]4)=[N:27][CH:26]=[N:25][C:24]=2[CH2:28]1)([CH3:4])([CH3:8])[CH3:2]. The catalyst class is: 10. (2) Reactant: [Cl:1][C:2]1[CH:21]=[C:20]([CH3:22])[CH:19]=[C:18]([Cl:23])[C:3]=1[O:4][C@H:5]1[CH2:9][CH2:8][N:7]([C:10]2[N:15]=[CH:14][C:13]([CH:16]=O)=[CH:12][CH:11]=2)[CH2:6]1.[C:24]([CH2:26][C:27]([OH:29])=[O:28])#[N:25].N1CCCCC1. Product: [C:24](/[C:26](=[CH:16]\[C:13]1[CH:14]=[N:15][C:10]([N:7]2[CH2:8][CH2:9][C@H:5]([O:4][C:3]3[C:2]([Cl:1])=[CH:21][C:20]([CH3:22])=[CH:19][C:18]=3[Cl:23])[CH2:6]2)=[CH:11][CH:12]=1)/[C:27]([OH:29])=[O:28])#[N:25]. The catalyst class is: 11. (3) Reactant: [Li+].CCC[CH2-].C(NC(C)C)(C)C.[F:13][C:14]1[CH:19]=[CH:18][CH:17]=[C:16]([CH3:20])[N:15]=1.CN(C=[O:25])C.I([O-])(=O)(=O)=O.[Na+]. Product: [F:13][C:14]1[CH:19]=[CH:18][CH:17]=[C:16]([CH:20]=[O:25])[N:15]=1. The catalyst class is: 20. (4) Reactant: [NH2:1][C:2]1[CH:7]=[CH:6][C:5](Br)=[CH:4][N:3]=1.[CH3:9][N:10]([CH3:31])[CH2:11][CH2:12][NH:13][C:14](=[O:30])[C:15]1[CH:20]=[CH:19][CH:18]=[C:17](B2OC(C)(C)C(C)(C)O2)[CH:16]=1.C(=O)([O-])[O-].[K+].[K+]. Product: [NH2:1][C:2]1[N:3]=[CH:4][C:5]([C:17]2[CH:16]=[C:15]([CH:20]=[CH:19][CH:18]=2)[C:14]([NH:13][CH2:12][CH2:11][N:10]([CH3:31])[CH3:9])=[O:30])=[CH:6][CH:7]=1. The catalyst class is: 384. (5) Reactant: Br[C:2]1[CH:3]=[CH:4][C:5]2[O:9][C:8]([C:10]3[CH:15]=[CH:14][C:13]([CH3:16])=[CH:12][CH:11]=3)=[N:7][C:6]=2[CH:17]=1.[CH3:18][O:19][C:20]1[CH:25]=[CH:24][C:23](B(O)O)=[CH:22][CH:21]=1.C(=O)([O-])[O-].[K+].[K+]. The catalyst class is: 70. Product: [CH3:18][O:19][C:20]1[CH:25]=[CH:24][C:23]([C:2]2[CH:3]=[CH:4][C:5]3[O:9][C:8]([C:10]4[CH:15]=[CH:14][C:13]([CH3:16])=[CH:12][CH:11]=4)=[N:7][C:6]=3[CH:17]=2)=[CH:22][CH:21]=1. (6) Reactant: Cl.[CH3:2][O:3][C:4]1[CH:16]=[CH:15][C:7]([CH2:8][C@@H:9]([C:11]([O:13][CH3:14])=[O:12])[NH2:10])=[CH:6][CH:5]=1.C(N(CC)CC)C.[C:24]([O:27][C:28]1[CH:38]=[CH:37][CH:36]=[CH:35][C:29]=1[CH:30]=[CH:31][C:32](O)=[O:33])(=[O:26])[CH3:25].CCN=C=NCCCN(C)C.Cl. Product: [C:24]([O:27][C:28]1[CH:38]=[CH:37][CH:36]=[CH:35][C:29]=1[CH:30]=[CH:31][C:32]([NH:10][C@H:9]([C:11]([O:13][CH3:14])=[O:12])[CH2:8][C:7]1[CH:6]=[CH:5][C:4]([O:3][CH3:2])=[CH:16][CH:15]=1)=[O:33])(=[O:26])[CH3:25]. The catalyst class is: 2.